This data is from Catalyst prediction with 721,799 reactions and 888 catalyst types from USPTO. The task is: Predict which catalyst facilitates the given reaction. (1) Reactant: C1(P(C2C=CC=CC=2)C2C=CC=CC=2)C=CC=CC=1.[F:20][C:21]([F:33])([F:32])[C:22]1[C:26]([C:27]([O:29][CH2:30][CH3:31])=[O:28])=[CH:25][NH:24][N:23]=1.[Cl:34][CH2:35][C:36]1[CH:43]=[CH:42][C:39]([CH2:40]O)=[CH:38][CH:37]=1.N(C(OC(C)C)=O)=NC(OC(C)C)=O. Product: [CH2:30]([O:29][C:27]([C:26]1[CH:25]=[N:24][N:23]([CH2:40][C:39]2[CH:42]=[CH:43][C:36]([CH2:35][Cl:34])=[CH:37][CH:38]=2)[C:22]=1[C:21]([F:20])([F:32])[F:33])=[O:28])[CH3:31].[CH2:30]([O:29][C:27]([C:26]1[C:22]([C:21]([F:20])([F:32])[F:33])=[N:23][N:24]([CH2:40][C:39]2[CH:42]=[CH:43][C:36]([CH2:35][Cl:34])=[CH:37][CH:38]=2)[CH:25]=1)=[O:28])[CH3:31]. The catalyst class is: 266. (2) Reactant: C([SiH](CC)CC)C.FC(F)(F)C(O)=O.[Cl:15][C:16]1[N:21]=[C:20]([CH:22]([C:24]2[C:25]([C:39]3[CH:44]=[CH:43][CH:42]=[CH:41][CH:40]=3)=[N:26][N:27]3[C:32]([Si](C)(C)C)=[C:31]([O:37][CH3:38])[CH:30]=[CH:29][C:28]=23)O)[CH:19]=[N:18][CH:17]=1.C(=O)(O)[O-].[Na+]. Product: [Cl:15][C:16]1[N:21]=[C:20]([CH2:22][C:24]2[C:25]([C:39]3[CH:44]=[CH:43][CH:42]=[CH:41][CH:40]=3)=[N:26][N:27]3[CH:32]=[C:31]([O:37][CH3:38])[CH:30]=[CH:29][C:28]=23)[CH:19]=[N:18][CH:17]=1. The catalyst class is: 4. (3) Reactant: CS([O:5][CH:6]([C:8]1[N:17]=[C:16]2[C:11]([CH:12]=[C:13]([C:22]([O-:24])=[O:23])[C:14]([C:18]([F:21])([F:20])[F:19])=[N:15]2)=[CH:10][CH:9]=1)[CH3:7])(=O)=O.[CH3:25][O-].[Na+].O.[OH-].[Li+].Cl. Product: [CH3:25][O:5][CH:6]([C:8]1[N:17]=[C:16]2[C:11]([CH:12]=[C:13]([C:22]([OH:24])=[O:23])[C:14]([C:18]([F:21])([F:20])[F:19])=[N:15]2)=[CH:10][CH:9]=1)[CH3:7]. The catalyst class is: 5. (4) Reactant: [Cl:1][C:2]1[CH:9]=[C:8](F)[CH:7]=[CH:6][C:3]=1C=O.[CH3:11][S-:12].[Na+].CN([CH:17]=[O:18])C. Product: [Cl:1][C:2]1[CH:3]=[CH:6][C:7]([CH:17]=[O:18])=[C:8]([S:12][CH3:11])[CH:9]=1. The catalyst class is: 6.